Dataset: Catalyst prediction with 721,799 reactions and 888 catalyst types from USPTO. Task: Predict which catalyst facilitates the given reaction. (1) Reactant: [F:1][C:2]([F:41])([F:40])[C:3]1[CH:4]=[C:5]([C:9]2([CH2:15][CH2:16][C:17]3[O:21][N:20]=[C:19]([C:22]4[CH:39]=[CH:38][C:25]([CH2:26][N:27]5[CH2:30][CH:29]([C:31]([O:33]C(C)(C)C)=[O:32])[CH2:28]5)=[CH:24][CH:23]=4)[N:18]=3)[CH2:14][CH2:13][O:12][CH2:11][CH2:10]2)[CH:6]=[CH:7][CH:8]=1. Product: [F:41][C:2]([F:1])([F:40])[C:3]1[CH:4]=[C:5]([C:9]2([CH2:15][CH2:16][C:17]3[O:21][N:20]=[C:19]([C:22]4[CH:39]=[CH:38][C:25]([CH2:26][N:27]5[CH2:28][CH:29]([C:31]([OH:33])=[O:32])[CH2:30]5)=[CH:24][CH:23]=4)[N:18]=3)[CH2:14][CH2:13][O:12][CH2:11][CH2:10]2)[CH:6]=[CH:7][CH:8]=1. The catalyst class is: 55. (2) Reactant: C(OC(=O)[NH:7][C:8]1[CH:13]=[C:12]([N:14]2[CH2:18][CH2:17][CH2:16][CH2:15]2)[C:11]([C:19]#[N:20])=[CH:10][C:9]=1[NH:21][C:22](=[O:38])[CH2:23][C:24]([C:26]1[CH:31]=[CH:30][CH:29]=[C:28]([C:32]2[O:36][N:35]=[C:34]([CH3:37])[CH:33]=2)[CH:27]=1)=O)(C)(C)C.C(O)(C(F)(F)F)=O. Product: [CH3:37][C:34]1[CH:33]=[C:32]([C:28]2[CH:27]=[C:26]([C:24]3[CH2:23][C:22](=[O:38])[NH:21][C:9]4[CH:10]=[C:11]([C:19]#[N:20])[C:12]([N:14]5[CH2:18][CH2:17][CH2:16][CH2:15]5)=[CH:13][C:8]=4[N:7]=3)[CH:31]=[CH:30][CH:29]=2)[O:36][N:35]=1. The catalyst class is: 2. (3) Reactant: [Br:1][C:2]1[CH:21]=[CH:20][C:5]2[NH:6][C:7]([C:12]3[CH:17]=[CH:16][C:15]([O:18][CH3:19])=[CH:14][CH:13]=3)(C(O)=O)[O:8][C:4]=2[CH:3]=1.Cl.C(N=C=NC[CH2:29][CH2:30][N:31]([CH3:33])C)C.[OH:34]N1C2C=CC=CC=2N=N1.Cl.Cl.N[CH:47]1[CH2:54]C2N(C)C(CCC2)C1.[CH2:57]([N:59]([CH2:62][CH3:63])[CH2:60][CH3:61])C. Product: [CH3:57][N:59]1[CH:62]2[CH2:63][CH2:54][CH2:47][CH:60]1[CH2:61][CH:30]([NH:31][C:33]([C:20]1[CH:21]=[C:2]([Br:1])[CH:3]=[C:4]3[O:8][C:7]([C:12]4[CH:13]=[CH:14][C:15]([O:18][CH3:19])=[CH:16][CH:17]=4)=[N:6][C:5]=13)=[O:34])[CH2:29]2. The catalyst class is: 39. (4) Reactant: [CH3:1][C:2]1[N:3]=[C:4]([C:13]2[CH:18]=[CH:17][CH:16]=[CH:15][CH:14]=2)[N:5]2[C:10]=1[CH:9]=[N:8][C:7](SC)=[N:6]2.CC1N=C(C2C=CC=CC=2)N2C=1C=NC(S(C)(=O)=O)=N2.[CH3:39][O:40][C:41]1[CH:42]=[C:43]([CH:45]=[C:46]([O:48][CH3:49])[CH:47]=1)[NH2:44]. Product: [CH3:49][O:48][C:46]1[CH:45]=[C:43]([NH:44][C:7]2[N:8]=[CH:9][C:10]3=[C:2]([CH3:1])[N:3]=[C:4]([C:13]4[CH:18]=[CH:17][CH:16]=[CH:15][CH:14]=4)[N:5]3[N:6]=2)[CH:42]=[C:41]([O:40][CH3:39])[CH:47]=1. The catalyst class is: 8.